From a dataset of Catalyst prediction with 721,799 reactions and 888 catalyst types from USPTO. Predict which catalyst facilitates the given reaction. (1) Product: [OH:22][C@H:18]1[CH2:19][CH2:20][CH2:21][C@@H:17]1[NH:16][C:2]1[C:7]([C:8]([O:10][CH2:11][CH3:12])=[O:9])=[CH:6][N:5]=[C:4]([S:13][CH3:14])[N:3]=1. The catalyst class is: 8. Reactant: Cl[C:2]1[C:7]([C:8]([O:10][CH2:11][CH3:12])=[O:9])=[CH:6][N:5]=[C:4]([S:13][CH3:14])[N:3]=1.Cl.[NH2:16][C@H:17]1[CH2:21][CH2:20][CH2:19][C@@H:18]1[OH:22].CCN(C(C)C)C(C)C. (2) Reactant: [CH2:1]([O:8][CH2:9][C:10]#[CH:11])[C:2]1[CH:7]=[CH:6][CH:5]=[CH:4][CH:3]=1.[Li]CCCC.CCCCCC.B(F)(F)F.CC[O:29]CC.C1O[C@H]1CO.[F:37][C:38]1[CH:43]=[CH:42][C:41]([O:44][C:45]2C=CC(F)=[CH:47][CH:46]=2)=[CH:40][CH:39]=1. Product: [CH2:1]([O:8][CH2:9][C:10]#[C:11][CH2:47][C@H:46]([OH:29])[CH2:45][O:44][C:41]1[CH:42]=[CH:43][C:38]([F:37])=[CH:39][CH:40]=1)[C:2]1[CH:7]=[CH:6][CH:5]=[CH:4][CH:3]=1. The catalyst class is: 1. (3) Reactant: C[C:2]1([CH3:10])[CH2:7][CH2:6][CH2:5][C:4]([CH3:9])(C)N1.C(=O)=O.[Li]CCCC.[Cl:19][C:20]1[C:21]([Cl:29])=[N:22][CH:23]=[C:24]([CH:28]=1)[C:25]([OH:27])=[O:26].C(=O)C1C=CC=CC=1. Product: [Cl:29][C:21]1[N:22]=[CH:23][C:24]2[C:25](=[O:27])[O:26][CH:9]([C:4]3[CH:5]=[CH:6][CH:7]=[CH:2][CH:10]=3)[C:28]=2[C:20]=1[Cl:19]. The catalyst class is: 1.